Dataset: Catalyst prediction with 721,799 reactions and 888 catalyst types from USPTO. Task: Predict which catalyst facilitates the given reaction. Reactant: C(=O)([O-])[O-].[K+].[K+].[CH3:7][O:8][C:9]1[CH:16]=[CH:15][C:12]([CH2:13]Cl)=[CH:11][CH:10]=1.[Br:17][C:18]1[C:23]([OH:24])=[CH:22][CH:21]=[C:20]([I:25])[N:19]=1.O. Product: [Br:17][C:18]1[C:23]([O:24][CH2:13][C:12]2[CH:15]=[CH:16][C:9]([O:8][CH3:7])=[CH:10][CH:11]=2)=[CH:22][CH:21]=[C:20]([I:25])[N:19]=1. The catalyst class is: 9.